From a dataset of Full USPTO retrosynthesis dataset with 1.9M reactions from patents (1976-2016). Predict the reactants needed to synthesize the given product. (1) Given the product [OH:4][CH2:5][C:6]1[N:10]2[C:11]3[CH:42]=[CH:41][C:40]([Cl:43])=[CH:39][C:12]=3[C@@H:13]([C:29]3[CH:34]=[CH:33][CH:32]=[C:31]([O:35][CH3:36])[C:30]=3[O:37][CH3:38])[O:14][C@H:15]([CH2:16][CH2:17][N:18]3[N:22]=[N:21][C:20]([CH2:23][C:24]([O:26][CH2:27][CH3:28])=[O:25])=[N:19]3)[C:9]2=[CH:8][CH:7]=1, predict the reactants needed to synthesize it. The reactants are: C([O:4][CH2:5][C:6]1[N:10]2[C:11]3[CH:42]=[CH:41][C:40]([Cl:43])=[CH:39][C:12]=3[C@@H:13]([C:29]3[CH:34]=[CH:33][CH:32]=[C:31]([O:35][CH3:36])[C:30]=3[O:37][CH3:38])[O:14][C@H:15]([CH2:16][CH2:17][N:18]3[N:22]=[N:21][C:20]([CH2:23][C:24]([O:26][CH2:27][CH3:28])=[O:25])=[N:19]3)[C:9]2=[CH:8][CH:7]=1)(=O)C. (2) Given the product [OH:1][C:2]1[CH:10]=[C:9]([N+:11]([O-:13])=[O:12])[CH:8]=[CH:7][C:3]=1[C:4]([Cl:16])=[O:5], predict the reactants needed to synthesize it. The reactants are: [OH:1][C:2]1[CH:10]=[C:9]([N+:11]([O-:13])=[O:12])[CH:8]=[CH:7][C:3]=1[C:4](O)=[O:5].O=S(Cl)[Cl:16]. (3) The reactants are: [OH:1]O.C(N1[C@H](C)C[N:9]([C@H:13](C2C=C(C=CC=2)C#N)[C:14]2[CH:19]=[CH:18][CH:17]=[C:16](O)[CH:15]=2)[C@@H](C)C1)C=C.[OH-].[Na+].Cl. Given the product [C:13]([NH2:9])(=[O:1])[C:14]1[CH:19]=[CH:18][CH:17]=[CH:16][CH:15]=1, predict the reactants needed to synthesize it.